Dataset: Forward reaction prediction with 1.9M reactions from USPTO patents (1976-2016). Task: Predict the product of the given reaction. Given the reactants [Cl:1][C:2]1[C:3]([NH:23][C:24]2[CH:28]=[C:27]([CH3:29])[NH:26][N:25]=2)=[N:4][C:5]([NH:8][C:9]2[CH:14]=[C:13]([CH3:15])[C:12]([CH:16]3[CH2:21][CH2:20][NH:19][CH2:18][CH2:17]3)=[CH:11][C:10]=2[CH3:22])=[N:6][CH:7]=1.Cl[CH2:31][CH2:32][CH2:33][S:34]([N:37]1[CH2:40][CH2:39][CH2:38]1)(=[O:36])=[O:35].[I-].[Na+], predict the reaction product. The product is: [N:37]1([S:34]([CH2:33][CH2:32][CH2:31][N:19]2[CH2:20][CH2:21][CH:16]([C:12]3[C:13]([CH3:15])=[CH:14][C:9]([NH:8][C:5]4[N:4]=[C:3]([NH:23][C:24]5[CH:28]=[C:27]([CH3:29])[NH:26][N:25]=5)[C:2]([Cl:1])=[CH:7][N:6]=4)=[C:10]([CH3:22])[CH:11]=3)[CH2:17][CH2:18]2)(=[O:36])=[O:35])[CH2:40][CH2:39][CH2:38]1.